From a dataset of Full USPTO retrosynthesis dataset with 1.9M reactions from patents (1976-2016). Predict the reactants needed to synthesize the given product. Given the product [CH:8]([C:6]1[C:5]([O:11][CH2:12][O:13][CH3:14])=[CH:4][C:3]([O:15][CH2:16][O:17][CH3:18])=[C:2]([CH:7]=1)[C:29]([OH:31])=[O:30])([CH3:10])[CH3:9], predict the reactants needed to synthesize it. The reactants are: Br[C:2]1[CH:7]=[C:6]([CH:8]([CH3:10])[CH3:9])[C:5]([O:11][CH2:12][O:13][CH3:14])=[CH:4][C:3]=1[O:15][CH2:16][O:17][CH3:18].O1CCCC1.[Li+].CCC[CH2-].[C:29](=[O:31])=[O:30].